Predict the reaction yield, written as a fraction of the theoretical maximum amount of product (1.0 means a 100% yield; for example, 0.34 means a 34% yield). From a dataset of Reaction yield outcomes from USPTO patents with 853,638 reactions. (1) The reactants are [CH2:1]([O:4][C@@H:5]1[C@@H:9]([CH2:10][OH:11])[O:8][C@@H:7]([N:12]2[C:29]3[N:28]=[CH:27][N:26]=[C:16]([NH:17][C:18](=[O:25])[C:19]4[CH:24]=[CH:23][CH:22]=[CH:21][CH:20]=4)[C:15]=3[N:14]=[CH:13]2)[C@@H:6]1[OH:30])[CH:2]=[CH2:3].O=P12OP3(OP(OP(O3)(O1)=O)(=O)O2)=O.C(N(CC)CC)C.[Si:52](Cl)([C:65]([CH3:68])([CH3:67])[CH3:66])([C:59]1[CH:64]=[CH:63][CH:62]=[CH:61][CH:60]=1)[C:53]1[CH:58]=[CH:57][CH:56]=[CH:55][CH:54]=1. The catalyst is C(Cl)Cl.CN(C)C1C=CN=CC=1.C(OCC)(=O)C.CCCCCC. The product is [CH2:1]([O:4][C@@H:5]1[C@@H:9]([CH2:10][O:11][Si:52]([C:65]([CH3:68])([CH3:67])[CH3:66])([C:59]2[CH:60]=[CH:61][CH:62]=[CH:63][CH:64]=2)[C:53]2[CH:58]=[CH:57][CH:56]=[CH:55][CH:54]=2)[O:8][C@@H:7]([N:12]2[C:29]3[N:28]=[CH:27][N:26]=[C:16]([NH:17][C:18](=[O:25])[C:19]4[CH:24]=[CH:23][CH:22]=[CH:21][CH:20]=4)[C:15]=3[N:14]=[CH:13]2)[C@@H:6]1[OH:30])[CH:2]=[CH2:3]. The yield is 0.490. (2) The reactants are Cl.[CH2:2]([O:9][C:10]1[CH:18]=[CH:17][C:13]([C:14]([NH2:16])=[NH:15])=[C:12]([F:19])[CH:11]=1)[C:3]1[CH:8]=[CH:7][CH:6]=[CH:5][CH:4]=1.C(=O)([O-])O.[K+].O.Cl[CH2:27][C:28]([C:30]1[N:31]([CH:35]([CH3:37])[CH3:36])[N:32]=[CH:33][N:34]=1)=O. The catalyst is C1COCC1.[Na+].[Cl-]. The product is [CH2:2]([O:9][C:10]1[CH:18]=[CH:17][C:13]([C:14]2[NH:16][CH:27]=[C:28]([C:30]3[N:31]([CH:35]([CH3:37])[CH3:36])[N:32]=[CH:33][N:34]=3)[N:15]=2)=[C:12]([F:19])[CH:11]=1)[C:3]1[CH:4]=[CH:5][CH:6]=[CH:7][CH:8]=1. The yield is 0.840. (3) The reactants are C1([NH2+]C2CCCCC2)CCCCC1.[CH2:14]([C@H:18]1[O:20][C@@H:19]1[C:21]([O-:23])=O)[CH2:15][CH2:16][CH3:17].C(Cl)(=O)C(C)(C)C.[NH2:31][C@H:32]1[CH2:37][CH2:36][CH2:35][CH2:34][C@@H:33]1[OH:38]. The catalyst is O1CCCC1. The product is [OH:38][C@H:33]1[CH2:34][CH2:35][CH2:36][CH2:37][C@@H:32]1[NH:31][C:21]([C@@H:19]1[C@@H:18]([CH2:14][CH2:15][CH2:16][CH3:17])[O:20]1)=[O:23]. The yield is 1.00.